This data is from HIV replication inhibition screening data with 41,000+ compounds from the AIDS Antiviral Screen. The task is: Binary Classification. Given a drug SMILES string, predict its activity (active/inactive) in a high-throughput screening assay against a specified biological target. (1) The compound is Cc1cc(Cl)cc2c1SC(=C1Sc3c(C)cc(Cl)cc3C1=O)C2=O. The result is 0 (inactive). (2) The molecule is O=C1C(C2CCCCC2)=C2OCC3COC2(O3)c2ccccc21. The result is 0 (inactive). (3) The compound is CN1CCC2(CC1)C(=O)N(Cc1ccccc1)C(=O)C2c1ccccc1. The result is 0 (inactive). (4) The molecule is CC1=C(C(=O)Nc2ccccc2)C(c2ccc3c(c2)OCO3)C(C(=O)Nc2ccccc2)=C(C)N1. The result is 0 (inactive). (5) The compound is CCN(CC)CCCNc1nccc2c(C)c3c(cc12)c1cnccc1n3C.O=C(O)C=CC(=O)O. The result is 0 (inactive). (6) The compound is Cc1nc2cc(C(=O)NC=O)c3nn[nH]c3c2n1C. The result is 0 (inactive). (7) The compound is Clc1ccc(CNCCCNCc2ccc(Cl)cc2Cl)c(Cl)c1. The result is 0 (inactive).